Dataset: Catalyst prediction with 721,799 reactions and 888 catalyst types from USPTO. Task: Predict which catalyst facilitates the given reaction. Reactant: [Cl:1][C:2]1[C:3]([NH:15][CH:16]2[CH2:23][CH:19]3[CH2:20][NH:21][CH2:22][CH:18]3[CH2:17]2)=[N:4][C:5]([NH:8][C:9]2[CH:10]=[N:11][N:12]([CH3:14])[CH:13]=2)=[N:6][CH:7]=1.[C:24]([CH2:26][C:27](O)=[O:28])#[N:25].CN(C(ON1N=NC2C=CC=NC1=2)=[N+](C)C)C.F[P-](F)(F)(F)(F)F.CCN(CC)CC. Product: [Cl:1][C:2]1[C:3]([NH:15][CH:16]2[CH2:23][CH:19]3[CH2:20][N:21]([C:27](=[O:28])[CH2:26][C:24]#[N:25])[CH2:22][CH:18]3[CH2:17]2)=[N:4][C:5]([NH:8][C:9]2[CH:10]=[N:11][N:12]([CH3:14])[CH:13]=2)=[N:6][CH:7]=1. The catalyst class is: 59.